Dataset: Forward reaction prediction with 1.9M reactions from USPTO patents (1976-2016). Task: Predict the product of the given reaction. (1) Given the reactants [BH4-].[Na+].[C:3]([C:6]1[CH:11]=[CH:10][N:9]=[CH:8][CH:7]=1)(=[O:5])[CH3:4], predict the reaction product. The product is: [N:9]1[CH:10]=[CH:11][C:6]([CH:3]([OH:5])[CH3:4])=[CH:7][CH:8]=1. (2) Given the reactants C([O:3][C:4](=[O:33])[C:5]([O:8][C:9]1[CH:14]=[CH:13][C:12]([CH2:15][CH2:16][CH2:17][C:18]2[NH:22][C:21](=[O:23])[N:20]([CH2:24][C:25]3[CH:30]=[CH:29][CH:28]=[C:27]([O:31][CH3:32])[CH:26]=3)[N:19]=2)=[CH:11][CH:10]=1)([CH3:7])[CH3:6])C.[OH-].[Na+].Cl, predict the reaction product. The product is: [CH3:32][O:31][C:27]1[CH:26]=[C:25]([CH:30]=[CH:29][CH:28]=1)[CH2:24][N:20]1[C:21](=[O:23])[NH:22][C:18]([CH2:17][CH2:16][CH2:15][C:12]2[CH:11]=[CH:10][C:9]([O:8][C:5]([CH3:7])([CH3:6])[C:4]([OH:33])=[O:3])=[CH:14][CH:13]=2)=[N:19]1.